From a dataset of Catalyst prediction with 721,799 reactions and 888 catalyst types from USPTO. Predict which catalyst facilitates the given reaction. (1) Reactant: C(OC([N:8]1[CH2:13][CH2:12][N:11]([C:14]2[N:19]=[C:18]([C:20]3[CH:25]=[CH:24][N:23]=[C:22]([NH:26]CC4C=CC(OC)=C(OC)C=4)[CH:21]=3)[CH:17]=[C:16]([C:38](=[O:40])[NH2:39])[CH:15]=2)[CH2:10][CH2:9]1)=O)(C)(C)C.C1(SC)C=CC=CC=1.FC(F)(F)C(O)=O. Product: [NH2:26][C:22]1[CH:21]=[C:20]([C:18]2[CH:17]=[C:16]([C:38]([NH2:39])=[O:40])[CH:15]=[C:14]([N:11]3[CH2:10][CH2:9][NH:8][CH2:13][CH2:12]3)[N:19]=2)[CH:25]=[CH:24][N:23]=1. The catalyst class is: 2. (2) Product: [C:26]([C:25]1[CH:24]=[N:23][N:22]2[CH:3]=[CH:4][C:5]([C:7]3[CH:8]=[C:9]([N:13]([CH2:17][CH3:18])[C:14](=[O:16])[CH3:15])[CH:10]=[CH:11][CH:12]=3)=[N:20][C:21]=12)#[N:27]. The catalyst class is: 223. Reactant: CN(C)[CH:3]=[CH:4][C:5]([C:7]1[CH:8]=[C:9]([N:13]([CH2:17][CH3:18])[C:14](=[O:16])[CH3:15])[CH:10]=[CH:11][CH:12]=1)=O.[NH2:20][C:21]1[C:25]([C:26]#[N:27])=[CH:24][NH:23][N:22]=1.